Task: Predict the product of the given reaction.. Dataset: Forward reaction prediction with 1.9M reactions from USPTO patents (1976-2016) Given the reactants [F:1][CH:2]([F:11])[O:3][C:4]1[CH:9]=[CH:8][C:7]([NH2:10])=[CH:6][CH:5]=1.P(=O)(O)(O)O.[N+]([O-])(O)=O.[N:21]([O-])=O.[Na+].[CH3:25][C:26](=[O:31])[CH2:27][C:28](=[O:30])[CH3:29].C([O-])(=O)C.[K+].C(=O)([O-])[O-].[Na+].[Na+], predict the reaction product. The product is: [F:1][CH:2]([F:11])[O:3][C:4]1[CH:5]=[CH:6][C:7]([N:10]=[N:21][CH:27]([C:26](=[O:31])[CH3:25])[C:28](=[O:30])[CH3:29])=[CH:8][CH:9]=1.